Predict the product of the given reaction. From a dataset of Forward reaction prediction with 1.9M reactions from USPTO patents (1976-2016). (1) Given the reactants FC(F)(F)C(O)=O.FC(F)(F)C(O)=O.[Cl:15][C:16]1[C:17]([N:29]2[CH2:34][CH2:33][NH:32][CH2:31][CH2:30]2)=[N:18][CH:19]=[C:20]([C:22]2[N:26]=[C:25]([CH2:27][CH3:28])[O:24][N:23]=2)[CH:21]=1.ClC(Cl)(Cl)C[O:38][C:39](=O)[NH:40][S:41]([C:44]1[S:45][C:46]([Cl:49])=[CH:47][CH:48]=1)(=[O:43])=[O:42].CCN(C(C)C)C(C)C.CCOC(C)=O, predict the reaction product. The product is: [Cl:15][C:16]1[C:17]([N:29]2[CH2:34][CH2:33][N:32]([C:39]([NH:40][S:41]([C:44]3[S:45][C:46]([Cl:49])=[CH:47][CH:48]=3)(=[O:43])=[O:42])=[O:38])[CH2:31][CH2:30]2)=[N:18][CH:19]=[C:20]([C:22]2[N:26]=[C:25]([CH2:27][CH3:28])[O:24][N:23]=2)[CH:21]=1. (2) The product is: [NH2:8][C:9]1[S:13][C:12]([C:14]2[C:19]([F:20])=[CH:18][CH:17]=[CH:16][C:15]=2[F:21])=[N:11][C:10]=1[C:22]([NH:24][C:25]1[CH:29]=[N:28][N:27]([CH3:30])[C:26]=1[N:31]1[CH2:32][CH2:33][CH2:34][C:35]2([CH2:36][NH:37][CH2:38]2)[CH2:46]1)=[O:23]. Given the reactants C(OC([NH:8][C:9]1[S:13][C:12]([C:14]2[C:19]([F:20])=[CH:18][CH:17]=[CH:16][C:15]=2[F:21])=[N:11][C:10]=1[C:22]([NH:24][C:25]1[CH:29]=[N:28][N:27]([CH3:30])[C:26]=1[N:31]1[CH2:46][C:35]2([CH2:38][N:37](C(OC(C)(C)C)=O)[CH2:36]2)[CH2:34][CH2:33][CH2:32]1)=[O:23])=O)(C)(C)C.ClCCl.Cl, predict the reaction product. (3) The product is: [CH3:18][C:4]1[N:3]=[C:2]([C:19]#[N:20])[CH:7]=[C:6]([C:8]2[CH:9]=[N:10][C:11]([C:14]([F:17])([F:16])[F:15])=[CH:12][CH:13]=2)[N:5]=1. Given the reactants Cl[C:2]1[CH:7]=[C:6]([C:8]2[CH:9]=[N:10][C:11]([C:14]([F:17])([F:16])[F:15])=[CH:12][CH:13]=2)[N:5]=[C:4]([CH3:18])[N:3]=1.[CH3:19][N:20](C=O)C, predict the reaction product. (4) Given the reactants [C:1]([O:5][C:6]([N:8]1[CH2:13][CH:12]2[CH2:14][CH:9]1[CH2:10][CH:11]2[OH:15])=[O:7])([CH3:4])([CH3:3])[CH3:2].[OH-].[Na+].C1(C)C=CC=CC=1.Br[CH2:26][CH2:27][O:28][CH:29]1[CH2:34][CH2:33][CH2:32][CH2:31][O:30]1, predict the reaction product. The product is: [C:1]([O:5][C:6]([N:8]1[CH2:13][CH:12]2[CH2:14][CH:9]1[CH2:10][CH:11]2[O:15][CH2:26][CH2:27][O:28][CH:29]1[CH2:34][CH2:33][CH2:32][CH2:31][O:30]1)=[O:7])([CH3:4])([CH3:2])[CH3:3]. (5) The product is: [F:1][C:2]1[CH:3]=[C:4]([S:10]([NH:13][C:14]2[CH:23]=[CH:22][C:17]([C:18]([OH:20])=[O:19])=[CH:16][CH:15]=2)(=[O:11])=[O:12])[CH:5]=[CH:6][C:7]=1[OH:8]. Given the reactants [F:1][C:2]1[CH:3]=[C:4]([S:10]([NH:13][C:14]2[CH:23]=[CH:22][C:17]([C:18]([O:20]C)=[O:19])=[CH:16][CH:15]=2)(=[O:12])=[O:11])[CH:5]=[CH:6][C:7]=1[O:8]C.B(Br)(Br)Br, predict the reaction product. (6) Given the reactants [CH2:1]([N:5]([CH2:51][CH2:52][CH2:53][CH3:54])[C:6]([C:8]1[CH:12]=[C:11]([CH3:13])[N:10]([C:14]2[CH:19]=[CH:18][C:17]([NH:20][S:21]([C:24]3[CH:29]=[CH:28][CH:27]=[CH:26][CH:25]=3)(=[O:23])=[O:22])=[CH:16][C:15]=2[C:30]([N:32]2[C@H:41]([CH2:42][O:43][Si](C(C)(C)C)(C)C)[CH2:40][C:39]3[C:34](=[CH:35][CH:36]=[CH:37][CH:38]=3)[CH2:33]2)=[O:31])[N:9]=1)=[O:7])[CH2:2][CH2:3][CH3:4].C(N(CCCC)C(C1C=C(C)N(C2C=CC(N(S(C3C=CC=CC=3)(=O)=O)S(C3C=CC=CC=3)(=O)=O)=CC=2C(N2[C@H](CO[Si](C(C)(C)C)(C)C)CC3C(=CC=CC=3)C2)=O)N=1)=O)CCC.Cl.C([O-])(O)=O.[Na+], predict the reaction product. The product is: [CH2:51]([N:5]([CH2:1][CH2:2][CH2:3][CH3:4])[C:6]([C:8]1[CH:12]=[C:11]([CH3:13])[N:10]([C:14]2[CH:19]=[CH:18][C:17]([NH:20][S:21]([C:24]3[CH:29]=[CH:28][CH:27]=[CH:26][CH:25]=3)(=[O:22])=[O:23])=[CH:16][C:15]=2[C:30]([N:32]2[CH:41]([CH2:42][OH:43])[CH2:40][C:39]3[C:34](=[CH:35][CH:36]=[CH:37][CH:38]=3)[CH2:33]2)=[O:31])[N:9]=1)=[O:7])[CH2:52][CH2:53][CH3:54]. (7) Given the reactants Cl[C:2]1[CH:13]=[CH:12][C:5]([C:6]([NH:8][CH:9]2[CH2:11][CH2:10]2)=[O:7])=[CH:4][C:3]=1[N+:14]([O-:16])=[O:15].[NH:17]1[CH2:22][CH2:21][CH:20]([CH2:23][CH2:24][N:25]2[CH2:30][CH2:29][CH2:28][CH2:27][CH2:26]2)[CH2:19][CH2:18]1, predict the reaction product. The product is: [CH:9]1([NH:8][C:6](=[O:7])[C:5]2[CH:12]=[CH:13][C:2]([N:17]3[CH2:18][CH2:19][CH:20]([CH2:23][CH2:24][N:25]4[CH2:30][CH2:29][CH2:28][CH2:27][CH2:26]4)[CH2:21][CH2:22]3)=[C:3]([N+:14]([O-:16])=[O:15])[CH:4]=2)[CH2:11][CH2:10]1. (8) Given the reactants C(OC(=O)[NH:7][C:8]1[CH:13]=[CH:12][CH:11]=[CH:10][CH:9]=1)(C)(C)C.[Li]C(C)(C)C.CCCCC.CON(C)[C:28]([CH:30]1[CH2:34][CH2:33][CH2:32][CH2:31]1)=[O:29], predict the reaction product. The product is: [NH2:7][C:8]1[CH:9]=[CH:10][CH:11]=[CH:12][C:13]=1[C:28]([CH:30]1[CH2:34][CH2:33][CH2:32][CH2:31]1)=[O:29]. (9) Given the reactants C(O[CH:4](OCC)[CH2:5][CH2:6][CH2:7][NH2:8])C.[CH:12]([C:14]([CH3:16])=[O:15])=[CH2:13].Cl, predict the reaction product. The product is: [CH2:5]1[CH:4]2[N:8]([CH2:13][CH2:12][C:14](=[O:15])[CH2:16]2)[CH2:7][CH2:6]1. (10) Given the reactants [Br:1][CH2:2][CH2:3][OH:4].C(N(CC)CC)C.[C:12](Cl)(=[O:16])[C:13]([CH3:15])=[CH2:14], predict the reaction product. The product is: [C:12]([O:4][CH2:3][CH2:2][Br:1])(=[O:16])[C:13]([CH3:15])=[CH2:14].